Dataset: Full USPTO retrosynthesis dataset with 1.9M reactions from patents (1976-2016). Task: Predict the reactants needed to synthesize the given product. (1) Given the product [CH3:12][C:13]1[O:17][N:16]=[C:15]([NH:18][C:19]2[C:20]([CH2:21][OH:22])=[CH:25][CH:26]=[CH:27][N:28]=2)[CH:14]=1, predict the reactants needed to synthesize it. The reactants are: [H-].[Al+3].[Li+].[H-].[H-].[H-].O1CCCC1.[CH3:12][C:13]1[O:17][N:16]=[C:15]([NH:18][C:19]2[N:28]=[CH:27][CH:26]=[CH:25][C:20]=2[C:21](OC)=[O:22])[CH:14]=1.[OH-].[Na+]. (2) Given the product [Cl:12][C:13]1[CH:14]=[C:15]([CH2:21][CH2:22][C:23]2([CH:31]3[CH2:35][CH2:34][CH2:33][CH2:32]3)[O:28][C:27](=[O:29])[CH:26]([CH2:1][C:11]3[CH:10]=[N:9][CH:8]=[CH:7][CH:6]=3)[C:25](=[O:30])[CH2:24]2)[CH:16]=[CH:17][C:18]=1[O:19][CH3:20], predict the reactants needed to synthesize it. The reactants are: [CH2:1]1[CH2:11][CH2:10][N:9]2C(=N[CH2:6][CH2:7][CH2:8]2)CC1.[Cl:12][C:13]1[CH:14]=[C:15]([CH2:21][CH2:22][C:23]2([CH:31]3[CH2:35][CH2:34][CH2:33][CH2:32]3)[O:28][C:27](=[O:29])[CH2:26][C:25](=[O:30])[CH2:24]2)[CH:16]=[CH:17][C:18]=1[O:19][CH3:20].Cl.ClCC1C=NC=CC=1. (3) Given the product [C:11]([O:10][C:6](=[O:5])[CH2:17][CH2:16][Br:15])([CH3:12])([CH3:13])[CH3:14], predict the reactants needed to synthesize it. The reactants are: C([O:5][CH:6]([O:10][C:11]([CH3:14])([CH3:13])[CH3:12])N(C)C)(C)(C)C.[Br:15][CH2:16][CH2:17]C(O)=O. (4) Given the product [NH2:4][C:3](=[NH:5])[NH:2][C:28](=[O:29])[CH2:27][N:17]1[C:18]([C:21]2[CH:26]=[CH:25][CH:24]=[CH:23][CH:22]=2)=[CH:19][CH:20]=[C:16]1[CH2:15][C:11]1[O:10][CH:14]=[CH:13][CH:12]=1, predict the reactants needed to synthesize it. The reactants are: Cl.[NH2:2][C:3]([NH2:5])=[NH:4].CC[O-].[Na+].[O:10]1[CH:14]=[CH:13][CH:12]=[C:11]1[CH2:15][C:16]1[N:17]([CH2:27][C:28](OC(C)(C)C)=[O:29])[C:18]([C:21]2[CH:26]=[CH:25][CH:24]=[CH:23][CH:22]=2)=[CH:19][CH:20]=1. (5) Given the product [Cl:1][C:2]1[CH:3]=[CH:4][C:5]([CH2:9][OH:10])=[C:6]([O:8][CH2:12][CH2:13][CH2:14][CH3:15])[CH:7]=1, predict the reactants needed to synthesize it. The reactants are: [Cl:1][C:2]1[CH:3]=[CH:4][C:5]([CH2:9][OH:10])=[C:6]([OH:8])[CH:7]=1.Br[CH2:12][CH2:13][CH2:14][CH3:15].C([O-])([O-])=O.[K+].[K+]. (6) Given the product [O:24]=[C:18]1[CH2:23][CH2:22][CH2:21][CH2:20][CH:19]1[CH2:4][C:5]1[CH:12]=[CH:11][C:8]([C:9]#[N:10])=[CH:7][CH:6]=1, predict the reactants needed to synthesize it. The reactants are: [Na+].[I-].Br[CH2:4][C:5]1[CH:12]=[CH:11][C:8]([C:9]#[N:10])=[CH:7][CH:6]=1.N1([C:18]2[CH2:23][CH2:22][CH2:21][CH2:20][CH:19]=2)CCCC1.[OH2:24]. (7) Given the product [ClH:23].[NH2:14][C:15]([CH3:22])([CH2:18][CH2:19][CH2:20][F:21])[C:16]#[N:17], predict the reactants needed to synthesize it. The reactants are: C1(C(=[N:14][C:15]([CH3:22])([CH2:18][CH2:19][CH2:20][F:21])[C:16]#[N:17])C2C=CC=CC=2)C=CC=CC=1.[ClH:23]. (8) Given the product [C:9]1([CH2:8][O:1][CH2:2][CH:3]2[CH2:5][O:4]2)[CH:14]=[CH:13][CH:12]=[CH:11][CH:10]=1, predict the reactants needed to synthesize it. The reactants are: [OH:1][CH2:2][CH:3]1[CH2:5][O:4]1.[H-].[Na+].[CH2:8](Br)[C:9]1[CH:14]=[CH:13][CH:12]=[CH:11][CH:10]=1. (9) Given the product [CH2:20]([NH:24][C:3]1[S:4]/[C:5](=[CH:9]\[C:10]2[CH:11]=[C:12]3[C:17](=[CH:18][CH:19]=2)[N:16]=[CH:15][CH:14]=[CH:13]3)/[C:6](=[O:8])[N:7]=1)[CH:21]([CH3:23])[CH3:22], predict the reactants needed to synthesize it. The reactants are: CS[C:3]1[S:4]/[C:5](=[CH:9]\[C:10]2[CH:11]=[C:12]3[C:17](=[CH:18][CH:19]=2)[N:16]=[CH:15][CH:14]=[CH:13]3)/[C:6](=[O:8])[N:7]=1.[CH2:20]([NH2:24])[CH:21]([CH3:23])[CH3:22].CCN(C(C)C)C(C)C.